Dataset: Reaction yield outcomes from USPTO patents with 853,638 reactions. Task: Predict the reaction yield, written as a fraction of the theoretical maximum amount of product (1.0 means a 100% yield; for example, 0.34 means a 34% yield). (1) The yield is 0.330. The product is [CH:19]([N:18]1[C:14]([C:12]2[N:13]=[C:6]3[N:7]([CH2:8][CH2:9][O:10][C:4]4[CH:3]=[C:2]([NH:32][C@@H:31]([CH3:33])[C:30]([OH:34])=[O:29])[CH:23]=[CH:22][C:5]=43)[CH:11]=2)=[N:15][CH:16]=[N:17]1)([CH3:21])[CH3:20]. The catalyst is COCCOC. The reactants are Br[C:2]1[CH:23]=[CH:22][C:5]2[C:6]3[N:7]([CH:11]=[C:12]([C:14]4[N:18]([CH:19]([CH3:21])[CH3:20])[N:17]=[CH:16][N:15]=4)[N:13]=3)[CH2:8][CH2:9][O:10][C:4]=2[CH:3]=1.Cl.C([O:29][C:30](=[O:34])[C@H:31]([CH3:33])[NH2:32])(C)(C)C.F[B-](F)(F)F.Cl.C(C1NC=C[N+]=1C(C)C)(C)C.C(=O)([O-])[O-].[Cs+].[Cs+]. (2) The reactants are [CH3:1][O:2][C:3]1[C:4](=[O:22])[C:5](C(O)=O)=[N:6][N:7]([C:9]2[CH:10]=[CH:11][CH:12]=[C:13]3[C:18]=2[N:17]=[CH:16][CH:15]=[CH:14]3)[CH:8]=1.C1C=CC(P([N:37]=[N+]=[N-])(C2C=CC=CC=2)=O)=CC=1.CCN(CC)CC.[OH-].[Na+]. The catalyst is C1(C)C=CC=CC=1.CN(C=O)C. The product is [NH2:37][C:5]1[C:4](=[O:22])[C:3]([O:2][CH3:1])=[CH:8][N:7]([C:9]2[CH:10]=[CH:11][CH:12]=[C:13]3[C:18]=2[N:17]=[CH:16][CH:15]=[CH:14]3)[N:6]=1. The yield is 0.200.